From a dataset of Catalyst prediction with 721,799 reactions and 888 catalyst types from USPTO. Predict which catalyst facilitates the given reaction. (1) Reactant: Br[C:2]1[C:7]([C:8]([O:10][CH3:11])=[O:9])=[C:6]([F:12])[C:5]([O:13][CH3:14])=[CH:4][CH:3]=1.[C:15](=O)([O-])[O-].[Cs+].[Cs+].CB1OB(C)OB(C)O1. Product: [F:12][C:6]1[C:5]([O:13][CH3:14])=[CH:4][CH:3]=[C:2]([CH3:15])[C:7]=1[C:8]([O:10][CH3:11])=[O:9]. The catalyst class is: 151. (2) Reactant: CCN=C=NCCCN(C)C.Cl.[N:13]1([C:21]([O:23][C:24]([CH3:27])([CH3:26])[CH3:25])=[O:22])[CH2:20][CH2:19][CH2:18][C@H:14]1[C:15]([OH:17])=O.[NH:28]1[CH2:41][CH2:40][CH2:39][C@@H:29]1[C:30]([NH:32][C:33]1[CH:38]=[CH:37][CH:36]=[CH:35][CH:34]=1)=[O:31]. Product: [N:13]1([C:21]([O:23][C:24]([CH3:27])([CH3:26])[CH3:25])=[O:22])[CH2:20][CH2:19][CH2:18][C@H:14]1[C:15]([N:28]1[CH2:41][CH2:40][CH2:39][C@@H:29]1[C:30]([NH:32][C:33]1[CH:38]=[CH:37][CH:36]=[CH:35][CH:34]=1)=[O:31])=[O:17]. The catalyst class is: 1. (3) Reactant: N1C2C(=NC=CC=2)N([O:10][C:11]2[C:20]3[C:15](=[CH:16][CH:17]=[CH:18][CH:19]=3)[N:14]=[CH:13][N:12]=2)N=1.[S:21]1[CH:25]=[CH:24][C:23](B(O)O)=[CH:22]1.C([O-])([O-])=O.[Cs+].[Cs+]. Product: [S:21]1[CH:25]=[CH:24][C:23]([O:10][C:11]2[C:20]3[C:15](=[CH:16][CH:17]=[CH:18][CH:19]=3)[N:14]=[CH:13][N:12]=2)=[CH:22]1. The catalyst class is: 104.